From a dataset of Acute oral toxicity (LD50) regression data from Zhu et al.. Regression/Classification. Given a drug SMILES string, predict its toxicity properties. Task type varies by dataset: regression for continuous values (e.g., LD50, hERG inhibition percentage) or binary classification for toxic/non-toxic outcomes (e.g., AMES mutagenicity, cardiotoxicity, hepatotoxicity). Dataset: ld50_zhu. (1) The drug is CS(=O)(=O)c1nc(-c2ccc(F)cc2)n(-c2ccc(Cl)cc2)n1. The rat oral LD50 is 3.17, given as -log10 of the dose in mol/kg body weight (higher means more acutely toxic). (2) The compound is CC(C(N)=O)(c1ccccc1)c1ccc(N)cc1. The rat oral LD50 is 2.18, given as -log10 of the dose in mol/kg body weight (higher means more acutely toxic). (3) The molecule is CCOP(=S)(OCC)SC=C(C)SC. The rat oral LD50 is 5.04, given as -log10 of the dose in mol/kg body weight (higher means more acutely toxic). (4) The compound is CCCC(C)(COC(N)=O)COC(N)=O. The rat oral LD50 is 2.34, given as -log10 of the dose in mol/kg body weight (higher means more acutely toxic). (5) The molecule is CCN(CC)C(=O)c1nnn(-c2ccccc2)c1C. The rat oral LD50 is 2.71, given as -log10 of the dose in mol/kg body weight (higher means more acutely toxic). (6) The molecule is COC(=O)NS(=O)(=O)c1ccc(N)cc1. The rat oral LD50 is 2.06, given as -log10 of the dose in mol/kg body weight (higher means more acutely toxic). (7) The drug is Cc1cc[nH]n1. The rat oral LD50 is 1.91, given as -log10 of the dose in mol/kg body weight (higher means more acutely toxic).